From a dataset of Full USPTO retrosynthesis dataset with 1.9M reactions from patents (1976-2016). Predict the reactants needed to synthesize the given product. (1) Given the product [C:1]([C:5]1[C:6]([OH:16])=[C:7]([C:11]([CH3:15])=[C:12]([Cl:14])[CH:13]=1)[C:8]([NH:17][C:18]1[CH:25]=[CH:24][C:23]([S:26]([C:29]([F:32])([F:30])[F:31])(=[O:28])=[O:27])=[CH:22][C:19]=1[C:20]#[N:21])=[O:10])([CH3:2])([CH3:3])[CH3:4], predict the reactants needed to synthesize it. The reactants are: [C:1]([C:5]1[C:6]([OH:16])=[C:7]([C:11]([CH3:15])=[C:12]([Cl:14])[CH:13]=1)[C:8]([OH:10])=O)([CH3:4])([CH3:3])[CH3:2].[NH2:17][C:18]1[CH:25]=[CH:24][C:23]([S:26]([C:29]([F:32])([F:31])[F:30])(=[O:28])=[O:27])=[CH:22][C:19]=1[C:20]#[N:21]. (2) The reactants are: C([N:8]1[CH2:13][C@@H:12]([O:14][C:15]([CH3:18])([CH3:17])[CH3:16])[CH2:11][C@H:10]([C:19]([O:21][CH3:22])=[O:20])[C@H:9]1[C:23]([O:25]CC1C=CC=CC=1)=[O:24])C1C=CC=CC=1.[H][H]. Given the product [C:15]([O:14][C@@H:12]1[CH2:13][NH:8][C@H:9]([C:23]([OH:25])=[O:24])[C@@H:10]([C:19]([O:21][CH3:22])=[O:20])[CH2:11]1)([CH3:18])([CH3:17])[CH3:16], predict the reactants needed to synthesize it. (3) Given the product [CH2:43]([O:50][CH2:18][CH2:17][N:16]([C@H:27]1[CH2:28][CH2:29][C@H:30]([O:35][CH3:34])[CH2:31][CH2:32]1)[C:14](=[O:15])[NH:13][C:11]1[S:12][C:8]([S:7][CH2:2][C:3]([OH:5])=[O:4])=[CH:9][N:10]=1)[C:44]1[CH:49]=[CH:48][CH:47]=[CH:46][CH:45]=1, predict the reactants needed to synthesize it. The reactants are: C[C:2]([S:7][C:8]1[S:12][C:11]([NH:13][C:14]([N:16]([C@H:27]2[CH2:32][CH2:31][C@H:30](C)[CH2:29][CH2:28]2)[CH2:17][CH2:18]CCC2C=CC=CC=2)=[O:15])=[N:10][CH:9]=1)(C)[C:3]([OH:5])=[O:4].[CH3:34][O:35][C@H]1CC[C@H](N)CC1.[CH2:43]([O:50]CCO)[C:44]1[CH:49]=[CH:48][CH:47]=[CH:46][CH:45]=1. (4) Given the product [CH:5]1([CH2:11][N:12]2[C:17](=[O:18])[C:16]([C:19]([OH:21])=[O:20])=[CH:15][C:14]3[CH2:24][S:25][CH2:26][CH2:27][C:13]2=3)[CH2:6][CH2:7][CH2:8][CH2:9][CH2:10]1, predict the reactants needed to synthesize it. The reactants are: [OH-].[Na+].CO.[CH:5]1([CH2:11][N:12]2[C:17](=[O:18])[C:16]([C:19]([O:21]CC)=[O:20])=[CH:15][C:14]3[CH2:24][S:25][CH2:26][CH2:27][C:13]2=3)[CH2:10][CH2:9][CH2:8][CH2:7][CH2:6]1.Cl. (5) Given the product [CH3:1][O:2][C:3]1[C:4]([CH2:12][N:13]([CH3:14])[CH3:15])=[C:5]2[C:9](=[CH:10][CH:11]=1)[N:8]([S:31]([C:29]1[CH:28]=[CH:27][CH:26]=[C:25]3[C:30]=1[N:21]=[CH:22][CH:23]=[CH:24]3)(=[O:32])=[O:33])[CH:7]=[CH:6]2, predict the reactants needed to synthesize it. The reactants are: [CH3:1][O:2][C:3]1[C:4]([CH2:12][N:13]([CH3:15])[CH3:14])=[C:5]2[C:9](=[CH:10][CH:11]=1)[NH:8][CH:7]=[CH:6]2.CN(C=O)C.[N:21]1[C:30]2[C:25](=[CH:26][CH:27]=[CH:28][C:29]=2[S:31](Cl)(=[O:33])=[O:32])[CH:24]=[CH:23][CH:22]=1. (6) Given the product [CH:11]1[C:6]2[N:1]3[CH:2]=[CH:3][CH:4]=[C:5]3[C:15]3([CH2:20][CH2:19][N:18]([C:21]([O:23][CH2:24][C:25]4[CH:26]=[CH:27][CH:28]=[CH:29][CH:30]=4)=[O:22])[CH2:17][CH2:16]3)[O:12][C:7]=2[N:8]=[CH:9][CH:10]=1, predict the reactants needed to synthesize it. The reactants are: [N:1]1([C:6]2[C:7]([OH:12])=[N:8][CH:9]=[CH:10][CH:11]=2)[CH:5]=[CH:4][CH:3]=[CH:2]1.CO[C:15]1(OC)[CH2:20][CH2:19][N:18]([C:21]([O:23][CH2:24][C:25]2[CH:30]=[CH:29][CH:28]=[CH:27][CH:26]=2)=[O:22])[CH2:17][CH2:16]1.B(F)(F)F.CCOCC.C([O-])([O-])=O.[Na+].[Na+]. (7) Given the product [CH3:6][S:7]([C:10]1[CH:11]=[CH:12][C:13]([C:19]([CH:21]2[C:22](=[O:23])[CH2:24][CH2:25][CH2:26][C:27]2=[O:28])=[O:20])=[C:14]([N+:16]([O-:18])=[O:17])[CH:15]=1)(=[O:9])=[O:8].[Fe:1], predict the reactants needed to synthesize it. The reactants are: [Fe:1](Cl)(Cl)Cl.[Fe].[CH3:6][S:7]([C:10]1[CH:11]=[CH:12][C:13]([C:19]([CH:21]2[C:27](=[O:28])[CH2:26][CH2:25][CH2:24][C:22]2=[O:23])=[O:20])=[C:14]([N+:16]([O-:18])=[O:17])[CH:15]=1)(=[O:9])=[O:8].